Predict the product of the given reaction. From a dataset of Forward reaction prediction with 1.9M reactions from USPTO patents (1976-2016). (1) Given the reactants [N+:1]([C:4]1[CH:9]=[CH:8][CH:7]=[CH:6][C:5]=1[NH:10][S:11]([CH3:14])(=[O:13])=[O:12])([O-:3])=[O:2].[H-].[Na+].I[CH3:18], predict the reaction product. The product is: [CH3:18][N:10]([C:5]1[CH:6]=[CH:7][CH:8]=[CH:9][C:4]=1[N+:1]([O-:3])=[O:2])[S:11]([CH3:14])(=[O:13])=[O:12]. (2) Given the reactants Br[C:2]1[N:10]2[C:5]([C:6]([NH2:11])=[N:7][CH:8]=[N:9]2)=[CH:4][C:3]=1[CH2:12][CH2:13][CH2:14][N:15]1[CH2:19][CH2:18][CH2:17][CH2:16]1.[CH3:20][O:21][C:22]1[CH:23]=[C:24](B(O)O)[CH:25]=[CH:26][CH:27]=1.P([O-])([O-])([O-])=O.[K+].[K+].[K+], predict the reaction product. The product is: [CH3:20][O:21][C:22]1[CH:27]=[C:26]([C:2]2[N:10]3[C:5]([C:6]([NH2:11])=[N:7][CH:8]=[N:9]3)=[CH:4][C:3]=2[CH2:12][CH2:13][CH2:14][N:15]2[CH2:19][CH2:18][CH2:17][CH2:16]2)[CH:25]=[CH:24][CH:23]=1. (3) Given the reactants [C:1]([C:5]1[CH:9]=[CH:8][N:7]([CH2:10]O)[N:6]=1)([CH3:4])([CH3:3])[CH3:2].S(Cl)([Cl:14])=O, predict the reaction product. The product is: [ClH:14].[C:1]([C:5]1[CH:9]=[CH:8][N:7]([CH2:10][Cl:14])[N:6]=1)([CH3:4])([CH3:3])[CH3:2]. (4) The product is: [Cl:1][C:2]1[C:3]([CH3:46])=[C:4]([C:18]2[C:26]3[C:25]([O:27][C@H:28]([CH2:34][C:35]4[CH:40]=[CH:39][CH:38]=[CH:37][C:36]=4[O:41][CH3:42])[C:29]([O:31][CH2:32][CH3:33])=[O:30])=[N:24][CH:23]=[N:22][C:21]=3[S:20][C:19]=2[C:43](=[O:44])[N:48]([CH3:49])[CH3:47])[CH:5]=[CH:6][C:7]=1[O:8][CH2:9][CH2:10][N:11]1[CH2:12][CH2:13][N:14]([CH3:17])[CH2:15][CH2:16]1. Given the reactants [Cl:1][C:2]1[C:3]([CH3:46])=[C:4]([C:18]2[C:26]3[C:25]([O:27][C@H:28]([CH2:34][C:35]4[CH:40]=[CH:39][CH:38]=[CH:37][C:36]=4[O:41][CH3:42])[C:29]([O:31][CH2:32][CH3:33])=[O:30])=[N:24][CH:23]=[N:22][C:21]=3[S:20][C:19]=2[C:43](O)=[O:44])[CH:5]=[CH:6][C:7]=1[O:8][CH2:9][CH2:10][N:11]1[CH2:16][CH2:15][N:14]([CH3:17])[CH2:13][CH2:12]1.[CH3:47][NH:48][CH3:49].C1CN([P+](ON2N=NC3C=CC=CC2=3)(N2CCCC2)N2CCCC2)CC1.F[P-](F)(F)(F)(F)F, predict the reaction product. (5) The product is: [C:11]([O:15][C:16](=[O:23])[NH:17][C@@H:18]([CH3:22])[CH2:19][N:20]([C:8](=[O:9])[CH2:7][Cl:6])[CH3:21])([CH3:14])([CH3:13])[CH3:12]. Given the reactants C(=O)([O-])O.[Na+].[Cl:6][CH2:7][C:8](Cl)=[O:9].[C:11]([O:15][C:16](=[O:23])[NH:17][C@@H:18]([CH3:22])[CH2:19][NH:20][CH3:21])([CH3:14])([CH3:13])[CH3:12], predict the reaction product. (6) The product is: [C:29]([CH2:2][C:3]1[C:11]2[C:6](=[N:7][CH:8]=[CH:9][CH:10]=2)[N:5]([C:12]([O:14][C:15]([CH3:18])([CH3:17])[CH3:16])=[O:13])[N:4]=1)#[N:30]. Given the reactants Br[CH2:2][C:3]1[C:11]2[C:6](=[N:7][CH:8]=[CH:9][CH:10]=2)[N:5]([C:12]([O:14][C:15]([CH3:18])([CH3:17])[CH3:16])=[O:13])[N:4]=1.C(=O)([O-])[O-].[K+].[K+].[Si]([C:29]#[N:30])(C)(C)C.[OH-].[Na+], predict the reaction product. (7) Given the reactants C([O:3][C:4]([C:6]1[O:7][C:8]2[C:13]([C:14](=[O:16])[CH:15]=1)=[CH:12][C:11]([O:17][CH3:18])=[CH:10][C:9]=2[N:19]1[CH2:24][CH2:23][N:22]([CH2:25][CH2:26][O:27][CH3:28])[CH2:21][CH2:20]1)=[O:5])C.Cl.[Li+].[Cl-], predict the reaction product. The product is: [CH3:18][O:17][C:11]1[CH:12]=[C:13]2[C:8](=[C:9]([N:19]3[CH2:24][CH2:23][N:22]([CH2:25][CH2:26][O:27][CH3:28])[CH2:21][CH2:20]3)[CH:10]=1)[O:7][C:6]([C:4]([OH:5])=[O:3])=[CH:15][C:14]2=[O:16]. (8) Given the reactants [CH2:1](O)[CH2:2][CH3:3].C(N(CC)CC)C.Cl[C:13]([O:15][C:16]1[CH:21]=[CH:20][C:19]([N+:22]([O-:24])=[O:23])=[CH:18][CH:17]=1)=[O:14].C(OCC)(=[O:27])C, predict the reaction product. The product is: [C:13](=[O:27])([O:14][CH2:1][CH2:2][CH3:3])[O:15][C:16]1[CH:21]=[CH:20][C:19]([N+:22]([O-:24])=[O:23])=[CH:18][CH:17]=1.